Dataset: CYP2D6 inhibition data for predicting drug metabolism from PubChem BioAssay. Task: Regression/Classification. Given a drug SMILES string, predict its absorption, distribution, metabolism, or excretion properties. Task type varies by dataset: regression for continuous measurements (e.g., permeability, clearance, half-life) or binary classification for categorical outcomes (e.g., BBB penetration, CYP inhibition). Dataset: cyp2d6_veith. (1) The molecule is Cc1ccc(/C=N\Nc2nc3ccc(Cl)cc3[nH]2)o1. The result is 1 (inhibitor). (2) The molecule is COc1ccc(C(=O)Nc2cc(OCc3ccccc3)c(Cl)cc2Cl)cc1. The result is 0 (non-inhibitor). (3) The drug is CC(C)Cn1c(-c2nn(C)cc2Cl)n[nH]c1=S. The result is 0 (non-inhibitor). (4) The drug is Nc1ccn([C@H]2O[C@H](CO)[C@@H]3O[Sn](c4ccccc4)(c4ccccc4)O[C@H]32)c(=O)n1. The result is 0 (non-inhibitor). (5) The drug is Cc1cnc(CNc2ccnc(-c3cccc(C#N)c3)n2)cn1. The result is 0 (non-inhibitor). (6) The result is 1 (inhibitor). The drug is O=C(NC1CCCCC1)NC1CC2CCC(C1)N2Cc1nnnn1Cc1ccc2c(c1)OCO2. (7) The drug is COc1ccc2cc3cc(C(=O)NCCc4ccc(OC)c(OC)c4)oc3nc2c1. The result is 0 (non-inhibitor).